This data is from Catalyst prediction with 721,799 reactions and 888 catalyst types from USPTO. The task is: Predict which catalyst facilitates the given reaction. (1) Reactant: [CH2:1]([C:4]1[C:13]([OH:14])=[C:12]([O:15][CH3:16])[CH:11]=[C:10]2[C:5]=1[C:6]([NH:17][C:18]1[CH:23]=[CH:22][C:21]([Br:24])=[CH:20][C:19]=1[F:25])=[N:7][CH:8]=[N:9]2)[CH:2]=[CH2:3].[C:26]([O-])([O-])=O.[K+].[K+].CI. Product: [CH2:1]([C:4]1[C:13]([O:14][CH3:26])=[C:12]([O:15][CH3:16])[CH:11]=[C:10]2[C:5]=1[C:6]([NH:17][C:18]1[CH:23]=[CH:22][C:21]([Br:24])=[CH:20][C:19]=1[F:25])=[N:7][CH:8]=[N:9]2)[CH:2]=[CH2:3]. The catalyst class is: 21. (2) Reactant: C(=O)([O-])[O-].[K+].[K+].CO.C([O:12][CH2:13][C:14]([N:16]([CH2:39][C:40]([OH:42])=[O:41])[C@@H:17]1[C:25]2[C:20](=[CH:21][CH:22]=[CH:23][CH:24]=2)[CH2:19][C@H:18]1[NH:26][C:27]([C:29]1[NH:33][C:32]2[C:34]([Cl:38])=[C:35]([Cl:37])[S:36][C:31]=2[CH:30]=1)=[O:28])=[O:15])(=O)C. Product: [C:40]([CH2:39][N:16]([C@@H:17]1[C:25]2[C:20](=[CH:21][CH:22]=[CH:23][CH:24]=2)[CH2:19][C@H:18]1[NH:26][C:27]([C:29]1[NH:33][C:32]2[C:34]([Cl:38])=[C:35]([Cl:37])[S:36][C:31]=2[CH:30]=1)=[O:28])[C:14](=[O:15])[CH2:13][OH:12])([OH:42])=[O:41]. The catalyst class is: 1. (3) Reactant: [Cl:1][C:2]1[CH:3]=[C:4]([C:9]2([C:30]([F:33])([F:32])[F:31])[O:13][N:12]=[C:11]([C:14]3[CH:27]=[CH:26][C:17]([C:18]([NH:20][CH2:21][C:22]([F:25])([F:24])[F:23])=[O:19])=[C:16]([S:28][CH3:29])[CH:15]=3)[CH2:10]2)[CH:5]=[C:6]([Cl:8])[CH:7]=1.ClN1C(=[O:40])CCC1=O. Product: [Cl:8][C:6]1[CH:5]=[C:4]([C:9]2([C:30]([F:33])([F:32])[F:31])[O:13][N:12]=[C:11]([C:14]3[CH:27]=[CH:26][C:17]([C:18]([NH:20][CH2:21][C:22]([F:23])([F:25])[F:24])=[O:19])=[C:16]([S:28]([CH3:29])=[O:40])[CH:15]=3)[CH2:10]2)[CH:3]=[C:2]([Cl:1])[CH:7]=1. The catalyst class is: 325. (4) Reactant: Cl[C:2]1[C:3]2[C:4](=[CH:13][N:14](CC3C=CC(OC)=CC=3)[N:15]=2)[N:5]=[C:6]([C:8]2[CH:12]=[CH:11][S:10][CH:9]=2)[N:7]=1.[CH3:25][N:26]([CH3:34])[C:27]1[CH:32]=[CH:31][C:30]([NH2:33])=[CH:29][CH:28]=1.Cl. Product: [CH3:25][N:26]([CH3:34])[C:27]1[CH:32]=[CH:31][C:30]([NH:33][C:2]2[C:3]3[NH:15][N:14]=[CH:13][C:4]=3[N:5]=[C:6]([C:8]3[CH:12]=[CH:11][S:10][CH:9]=3)[N:7]=2)=[CH:29][CH:28]=1. The catalyst class is: 71. (5) Product: [C:24]([N:9]1[CH2:8][CH2:7][N:6]([C:10]([O:12][C:13]([CH3:16])([CH3:15])[CH3:14])=[O:11])[CH2:5][CH:4]1[C:1](=[O:3])[NH2:2])(=[O:27])[CH:25]=[CH2:26]. The catalyst class is: 2. Reactant: [C:1]([CH:4]1[NH:9][CH2:8][CH2:7][N:6]([C:10]([O:12][C:13]([CH3:16])([CH3:15])[CH3:14])=[O:11])[CH2:5]1)(=[O:3])[NH2:2].CCN(CC)CC.[C:24](Cl)(=[O:27])[CH:25]=[CH2:26]. (6) Reactant: [CH3:1][C:2]1[C:7]([C:8]2[CH:13]=[CH:12][C:11]([OH:14])=[CH:10][C:9]=2[CH3:15])=[C:6]([CH3:16])[N:5]=[CH:4][N:3]=1.ClC1C=C(C=CC=1)C(OO)=[O:22]. Product: [CH3:16][C:6]1[C:7]([C:8]2[CH:13]=[CH:12][C:11]([OH:14])=[CH:10][C:9]=2[CH3:15])=[C:2]([CH3:1])[N+:3]([O-:22])=[CH:4][N:5]=1. The catalyst class is: 4.